This data is from Full USPTO retrosynthesis dataset with 1.9M reactions from patents (1976-2016). The task is: Predict the reactants needed to synthesize the given product. Given the product [CH2:1]([O:8][C:9]1[CH:10]=[C:11]([S:15][C:16]2[CH:21]=[CH:20][C:19]([CH2:22][CH2:23][CH2:24][C:25]([CH2:33][O:34][CH2:43][O:44][CH3:45])([CH2:30][C:31]#[CH:32])[C:26]([O:28][CH3:29])=[O:27])=[C:18]([Cl:35])[CH:17]=2)[CH:12]=[CH:13][CH:14]=1)[C:2]1[CH:3]=[CH:4][CH:5]=[CH:6][CH:7]=1, predict the reactants needed to synthesize it. The reactants are: [CH2:1]([O:8][C:9]1[CH:10]=[C:11]([S:15][C:16]2[CH:21]=[CH:20][C:19]([CH2:22][CH2:23][CH2:24][C:25]([CH2:33][OH:34])([CH2:30][C:31]#[CH:32])[C:26]([O:28][CH3:29])=[O:27])=[C:18]([Cl:35])[CH:17]=2)[CH:12]=[CH:13][CH:14]=1)[C:2]1[CH:7]=[CH:6][CH:5]=[CH:4][CH:3]=1.C(NC(C)C)(C)C.[CH2:43](Cl)[O:44][CH3:45].O.